This data is from Reaction yield outcomes from USPTO patents with 853,638 reactions. The task is: Predict the reaction yield, written as a fraction of the theoretical maximum amount of product (1.0 means a 100% yield; for example, 0.34 means a 34% yield). (1) The catalyst is C(Cl)Cl. The yield is 0.576. The product is [N+:12]([C:15]1[CH:20]=[CH:19][C:18]([NH:21][C:22]([C:24]23[O:9][CH:29]2[CH:28]2[CH2:27][CH2:26][CH:25]3[CH2:31][CH2:30]2)=[O:23])=[CH:17][C:16]=1[C:32]([F:33])([F:34])[F:35])([O-:14])=[O:13]. The reactants are C1C=C(Cl)C=C(C(OO)=[O:9])C=1.[N+:12]([C:15]1[CH:20]=[CH:19][C:18]([NH:21][C:22]([C:24]2[CH:25]3[CH2:31][CH2:30][CH:28]([CH:29]=2)[CH2:27][CH2:26]3)=[O:23])=[CH:17][C:16]=1[C:32]([F:35])([F:34])[F:33])([O-:14])=[O:13]. (2) The reactants are [Cl:1][C:2]1[N:3]=[C:4]([N:13]2[CH2:18][CH2:17][O:16][CH2:15][CH2:14]2)[C:5]2[S:10][C:9]([CH:11]=O)=[CH:8][C:6]=2[N:7]=1.[CH3:19][N:20]([CH3:26])[CH:21]1[CH2:25][CH2:24][NH:23][CH2:22]1. No catalyst specified. The product is [Cl:1][C:2]1[N:3]=[C:4]([N:13]2[CH2:18][CH2:17][O:16][CH2:15][CH2:14]2)[C:5]2[S:10][C:9]([CH2:11][N:23]3[CH2:24][CH2:25][CH:21]([N:20]([CH3:26])[CH3:19])[CH2:22]3)=[CH:8][C:6]=2[N:7]=1. The yield is 0.610. (3) The reactants are FC(F)(F)C(O)=O.[CH:8]1([C:14]2([C:20]([O:22][CH2:23][CH3:24])=[O:21])[CH2:19][CH2:18][NH:17][CH2:16][CH2:15]2)[CH2:13][CH2:12][CH2:11][CH2:10][CH2:9]1.CN(C(ON1N=NC2C=CC=CC1=2)=[N+](C)C)C.[B-](F)(F)(F)F.[CH2:47]([N:49]([CH2:66][CH2:67][C:68]1[N:69]=[CH:70][NH:71][CH:72]=1)[C:50](=[O:65])[NH:51][CH:52]([CH2:56][C:57]1[CH:62]=[CH:61][C:60]([O:63][CH3:64])=[CH:59][CH:58]=1)[C:53](O)=[O:54])[CH3:48].C(N(C(C)C)CC)(C)C.[OH-].[Na+]. The catalyst is ClCCl.CN(C)C=O. The product is [CH:8]1([C:14]2([C:20]([O:22][CH2:23][CH3:24])=[O:21])[CH2:15][CH2:16][N:17]([C:53](=[O:54])[CH:52]([NH:51][C:50]([N:49]([CH2:47][CH3:48])[CH2:66][CH2:67][C:68]3[N:69]=[CH:70][NH:71][CH:72]=3)=[O:65])[CH2:56][C:57]3[CH:58]=[CH:59][C:60]([O:63][CH3:64])=[CH:61][CH:62]=3)[CH2:18][CH2:19]2)[CH2:9][CH2:10][CH2:11][CH2:12][CH2:13]1. The yield is 0.300.